From a dataset of Forward reaction prediction with 1.9M reactions from USPTO patents (1976-2016). Predict the product of the given reaction. (1) Given the reactants [NH:1]1[CH2:6][CH2:5][O:4][CH2:3][CH2:2]1.Cl[C:8]1[CH:13]=[CH:12][CH:11]=[CH:10][CH:9]=1.CC([O-])(C)C.[Na+].C1COCC1, predict the reaction product. The product is: [C:8]1([N:1]2[CH2:6][CH2:5][O:4][CH2:3][CH2:2]2)[CH:13]=[CH:12][CH:11]=[CH:10][CH:9]=1. (2) The product is: [ClH:22].[Cl:22][C:23]1[CH:42]=[CH:41][C:26]([NH:27][C:28]2[C:37]3[C:32](=[CH:33][C:34]([O:40][CH2:7][CH2:6][O:5][CH2:4][CH2:3][O:2][CH3:1])=[C:35]([O:38][CH3:39])[CH:36]=3)[N:31]=[CH:30][N:29]=2)=[C:25]([F:43])[CH:24]=1. Given the reactants [CH3:1][O:2][CH2:3][CH2:4][O:5][CH2:6][CH2:7]O.C(P(CCCC)CCCC)CCC.[Cl:22][C:23]1[CH:42]=[CH:41][C:26]([NH:27][C:28]2[C:37]3[C:32](=[CH:33][C:34]([OH:40])=[C:35]([O:38][CH3:39])[CH:36]=3)[N:31]=[CH:30][N:29]=2)=[C:25]([F:43])[CH:24]=1.N(C(N1CCCCC1)=O)=NC(N1CCCCC1)=O, predict the reaction product.